Dataset: Catalyst prediction with 721,799 reactions and 888 catalyst types from USPTO. Task: Predict which catalyst facilitates the given reaction. (1) Reactant: [CH2:1]([O:3][C:4](=[O:16])[C:5](=[O:15])[CH2:6][CH:7]([C:9]1[CH:14]=[CH:13][CH:12]=[CH:11][CH:10]=1)[CH3:8])[CH3:2].[F:17][C:18]([Si](C)(C)C)([F:20])[F:19].[F-].C([N+](CCCC)(CCCC)CCCC)CCC.[F-]. Product: [CH2:1]([O:3][C:4](=[O:16])[C:5]([OH:15])([C:18]([F:20])([F:19])[F:17])[CH2:6][CH:7]([C:9]1[CH:14]=[CH:13][CH:12]=[CH:11][CH:10]=1)[CH3:8])[CH3:2]. The catalyst class is: 54. (2) Reactant: [OH:1][C@H:2]([C:38]1[CH:47]=[CH:46][C:45]([OH:48])=[C:44]2[C:39]=1[CH:40]=[CH:41][C:42](=[O:49])[NH:43]2)[CH2:3][N:4]([CH2:12][CH2:13][C:14]1[CH:19]=[CH:18][CH:17]=[C:16]([CH2:20][N:21]2[CH2:37][CH2:36][C:24]3([O:29][CH2:28][CH2:27][N:26](C(=O)C(F)(F)F)[CH2:25]3)[CH2:23][CH2:22]2)[CH:15]=1)[C:5](=[O:11])[O:6][C:7]([CH3:10])([CH3:9])[CH3:8].C(=O)([O-])[O-].[K+].[K+]. Product: [O:29]1[C:24]2([CH2:36][CH2:37][N:21]([CH2:20][C:16]3[CH:15]=[C:14]([CH:19]=[CH:18][CH:17]=3)[CH2:13][CH2:12][N:4]([CH2:3][C@H:2]([OH:1])[C:38]3[CH:47]=[CH:46][C:45]([OH:48])=[C:44]4[C:39]=3[CH:40]=[CH:41][C:42](=[O:49])[NH:43]4)[C:5](=[O:11])[O:6][C:7]([CH3:10])([CH3:9])[CH3:8])[CH2:22][CH2:23]2)[CH2:25][NH:26][CH2:27][CH2:28]1. The catalyst class is: 24. (3) Reactant: C(Cl)(=O)C(Cl)=O.[CH3:7][O:8][C:9]([C:11]1[CH:12]=[C:13]([CH:17]=[CH:18][C:19]=1[O:20][CH2:21][C:22]1[CH:27]=[CH:26][CH:25]=[CH:24][CH:23]=1)[C:14]([OH:16])=O)=[O:10].[NH:28]1[CH2:33][CH2:32][O:31][CH2:30][CH2:29]1.O. Product: [N:28]1([C:14]([C:13]2[CH:17]=[CH:18][C:19]([O:20][CH2:21][C:22]3[CH:27]=[CH:26][CH:25]=[CH:24][CH:23]=3)=[C:11]([CH:12]=2)[C:9]([O:8][CH3:7])=[O:10])=[O:16])[CH2:33][CH2:32][O:31][CH2:30][CH2:29]1. The catalyst class is: 120. (4) Product: [CH3:1][O:2][C:3](=[O:17])[C:4]1[CH:9]=[CH:8][C:7]([CH2:10][Br:18])=[CH:6][C:5]=1[C:11]1[CH:12]=[CH:13][CH:14]=[CH:15][CH:16]=1. The catalyst class is: 734. Reactant: [CH3:1][O:2][C:3](=[O:17])[C:4]1[CH:9]=[CH:8][C:7]([CH3:10])=[CH:6][C:5]=1[C:11]1[CH:16]=[CH:15][CH:14]=[CH:13][CH:12]=1.[Br:18]N1C(=O)CCC1=O.C(OCC)(=O)C. (5) Reactant: Br[C:2]1[CH:6]=[C:5]([N:7]([CH2:11][CH:12]2[CH2:14][CH2:13]2)[CH2:8][CH2:9][CH3:10])[S:4][C:3]=1[CH:15]=O.[ClH:17].O[NH3+:19].[OH-].[Na+]. Product: [Cl:17][C:2]1[CH:6]=[C:5]([N:7]([CH2:11][CH:12]2[CH2:14][CH2:13]2)[CH2:8][CH2:9][CH3:10])[S:4][C:3]=1[C:15]#[N:19]. The catalyst class is: 37. (6) Reactant: [OH:1][C:2]1[C:3]([O:14][CH3:15])=[CH:4][C:5]([N+:11]([O-:13])=[O:12])=[C:6]([CH:10]=1)[C:7]([OH:9])=[O:8].OS(O)(=O)=O.[C:21](=O)([O-])[O-].[K+].[K+].C(O)(=O)C. Product: [OH:1][C:2]1[C:3]([O:14][CH3:15])=[CH:4][C:5]([N+:11]([O-:13])=[O:12])=[C:6]([CH:10]=1)[C:7]([O:9][CH3:21])=[O:8]. The catalyst class is: 5. (7) Reactant: [OH-].[Na+].C[O:4][C:5](=[O:34])[CH2:6][CH2:7][C:8]1[CH:13]=[CH:12][C:11]([O:14][CH2:15][CH2:16][C@@H:17]([O:19][C:20]2[CH:25]=[CH:24][C:23]([CH2:26][CH3:27])=[CH:22][C:21]=2[C:28]2[O:29][CH:30]=[CH:31][N:32]=2)[CH3:18])=[CH:10][C:9]=1[CH3:33].Cl. Product: [CH2:26]([C:23]1[CH:24]=[CH:25][C:20]([O:19][C@@H:17]([CH3:18])[CH2:16][CH2:15][O:14][C:11]2[CH:12]=[CH:13][C:8]([CH2:7][CH2:6][C:5]([OH:34])=[O:4])=[C:9]([CH3:33])[CH:10]=2)=[C:21]([C:28]2[O:29][CH:30]=[CH:31][N:32]=2)[CH:22]=1)[CH3:27]. The catalyst class is: 5. (8) Reactant: C(OC1C(C(C2C=CC(CC)=CC=2)O)=CC=CN=1)C1C=CC=CC=1.C(OC(=O)C)(=O)C.[C:32]([O:35][CH:36]([C:45]1[C:46]([O:52][CH2:53][C:54]2[CH:59]=[CH:58][CH:57]=[CH:56][CH:55]=2)=[N:47][C:48](C)=[CH:49][CH:50]=1)[C:37]1[CH:42]=[CH:41][C:40]([CH2:43][CH3:44])=[CH:39][CH:38]=1)(=[O:34])[CH3:33]. Product: [C:32]([O:35][CH:36]([C:45]1[C:46]([O:52][CH2:53][C:54]2[CH:55]=[CH:56][CH:57]=[CH:58][CH:59]=2)=[N:47][CH:48]=[CH:49][CH:50]=1)[C:37]1[CH:38]=[CH:39][C:40]([CH2:43][CH3:44])=[CH:41][CH:42]=1)(=[O:34])[CH3:33]. The catalyst class is: 341.